From a dataset of Full USPTO retrosynthesis dataset with 1.9M reactions from patents (1976-2016). Predict the reactants needed to synthesize the given product. (1) Given the product [CH2:1]([O:37][C:34]1[CH:35]=[CH:36][C:31]([CH2:30][NH:29]/[CH:28]=[C:19]2\[C:20](=[O:27])[NH:21][C:22](=[O:26])[C:23]3[C:18]\2=[CH:17][C:16]([Br:15])=[CH:25][CH:24]=3)=[CH:32][C:33]=1[OH:38])[C:2]1[CH:7]=[CH:6][CH:5]=[CH:4][CH:3]=1, predict the reactants needed to synthesize it. The reactants are: [CH2:1](Br)[C:2]1[CH:7]=[CH:6][CH:5]=[CH:4][CH:3]=1.C(=O)([O-])[O-].[K+].[K+].[Br:15][C:16]1[CH:17]=[C:18]2[C:23](=[CH:24][CH:25]=1)[C:22](=[O:26])[NH:21][C:20](=[O:27])/[C:19]/2=[CH:28]\[NH:29][CH2:30][C:31]1[CH:36]=[CH:35][C:34]([OH:37])=[C:33]([OH:38])[CH:32]=1. (2) Given the product [CH3:21][C:22]1[N:1]=[C:2]2[S:3][C:4]([C:15]3[CH:20]=[CH:19][CH:18]=[CH:17][CH:16]=3)=[CH:5][C:6]2=[C:7]([C:9]2[CH:14]=[CH:13][CH:12]=[CH:11][CH:10]=2)[C:23]=1[C:24](=[O:26])[CH3:25], predict the reactants needed to synthesize it. The reactants are: [NH2:1][C:2]1[S:3][C:4]([C:15]2[CH:20]=[CH:19][CH:18]=[CH:17][CH:16]=2)=[CH:5][C:6]=1[C:7]([C:9]1[CH:14]=[CH:13][CH:12]=[CH:11][CH:10]=1)=O.[CH3:21][C:22](=O)[CH2:23][C:24](=[O:26])[CH3:25]. (3) Given the product [CH2:1]([O:8][C:9]([NH:11][C@H:12]1[CH2:16][CH2:15][N:14]([C@H:17]2[CH2:22][CH2:21][C@@H:20]([NH:23][C:24](=[O:30])[O:25][C:26]([CH3:27])([CH3:28])[CH3:29])[CH2:19][C@H:18]2[CH3:31])[C:13]1=[O:39])=[O:10])[C:2]1[CH:7]=[CH:6][CH:5]=[CH:4][CH:3]=1, predict the reactants needed to synthesize it. The reactants are: [CH2:1]([O:8][C:9]([NH:11][C@H:12]1[CH2:16][CH2:15][N:14]([C@H:17]2[CH2:22][CH2:21][C@@H:20]([NH:23][C:24](=[O:30])[O:25][C:26]([CH3:29])([CH3:28])[CH3:27])[CH2:19][C@H:18]2[CH2:31]SC2C=CC=CC=2)[C:13]1=[O:39])=[O:10])[C:2]1[CH:7]=[CH:6][CH:5]=[CH:4][CH:3]=1. (4) Given the product [B:12].[CH3:11][CH2:10][N:6]([CH:7]([CH3:9])[CH3:8])[CH:3]([CH3:5])[CH3:4], predict the reactants needed to synthesize it. The reactants are: [H-].[Li+].[CH:3]([N:6]([CH2:10][CH3:11])[CH:7]([CH3:9])[CH3:8])([CH3:5])[CH3:4].[B:12](OC)(OC)OC.[Cl-].[Al+3].[Cl-].[Cl-].C(N(CC)C(C)C)(C)C.B. (5) Given the product [CH3:1][O:2][C:3]1[CH:4]=[C:5]2[C:10](=[CH:11][C:12]=1[O:13][CH3:14])[C@@H:9]([CH2:15][C:16]1[C:25]3[C:20](=[CH:21][CH:22]=[CH:23][CH:24]=3)[CH:19]=[CH:18][CH:17]=1)[NH:8][CH2:7][CH2:6]2, predict the reactants needed to synthesize it. The reactants are: [CH3:1][O:2][C:3]1[CH:4]=[C:5]2[C:10](=[CH:11][C:12]=1[O:13][CH3:14])[CH:9]([CH2:15][C:16]1[C:25]3[C:20](=[CH:21][CH:22]=[CH:23][CH:24]=3)[CH:19]=[CH:18][CH:17]=1)[NH:8][CH2:7][CH2:6]2.C(N[C@@H](C1C=CC=CC=1)C(O)=O)(=O)C.CC(C)=O. (6) Given the product [Br:1][C:2]1[CH:7]=[C:6]2[C:5](=[CH:4][CH:3]=1)[NH:16][C:13](=[O:14])[CH2:12][N:8]2[CH:9]([CH3:11])[CH3:10], predict the reactants needed to synthesize it. The reactants are: [Br:1][C:2]1[CH:3]=[CH:4][C:5]([N+:16]([O-])=O)=[C:6]([N:8]([CH2:12][C:13](O)=[O:14])[CH:9]([CH3:11])[CH3:10])[CH:7]=1. (7) Given the product [CH3:6][C:7]1[N:12]=[C:11]([C:13]2[NH:23][O:35][C:5](=[O:1])[N:15]=2)[CH:10]=[C:9]([O:16][CH:17]([CH3:22])[C:18]([F:21])([F:20])[F:19])[CH:8]=1, predict the reactants needed to synthesize it. The reactants are: [O:1]1[CH2:5]CCC1.[CH3:6][C:7]1[N:12]=[C:11]([C:13]([NH2:15])=O)[CH:10]=[C:9]([O:16][CH:17]([CH3:22])[C:18]([F:21])([F:20])[F:19])[CH:8]=1.[N:23]12CCCN=C1CCCCC2.Cl.[OH2:35].